Task: Regression/Classification. Given a drug SMILES string, predict its absorption, distribution, metabolism, or excretion properties. Task type varies by dataset: regression for continuous measurements (e.g., permeability, clearance, half-life) or binary classification for categorical outcomes (e.g., BBB penetration, CYP inhibition). Dataset: cyp3a4_veith.. Dataset: CYP3A4 inhibition data for predicting drug metabolism from PubChem BioAssay (1) The compound is O=C(CSCc1cccc(Cl)c1)N/N=C/c1ccc(OCC(=O)N2CCCCC2)cc1. The result is 1 (inhibitor). (2) The compound is COC(=O)c1ccc(N=C2S/C(=C\c3cc(C)n(-c4cccnc4)c3C)C(=O)N2C)cc1. The result is 1 (inhibitor). (3) The compound is CCOC(=O)c1c(-c2ccc(C)o2)csc1NC(=S)NC(=O)N(C)C. The result is 1 (inhibitor). (4) The drug is N#Cc1ccc(-c2ccc(F)cc2)nc1Oc1ccc(Cl)c(Cl)c1. The result is 0 (non-inhibitor).